Regression. Given two drug SMILES strings and cell line genomic features, predict the synergy score measuring deviation from expected non-interaction effect. From a dataset of NCI-60 drug combinations with 297,098 pairs across 59 cell lines. (1) Drug 1: C(CC(=O)O)C(=O)CN.Cl. Drug 2: C1CNP(=O)(OC1)N(CCCl)CCCl. Cell line: M14. Synergy scores: CSS=8.94, Synergy_ZIP=-1.90, Synergy_Bliss=-0.160, Synergy_Loewe=-7.26, Synergy_HSA=-3.28. (2) Drug 1: C1CCC(CC1)NC(=O)N(CCCl)N=O. Drug 2: CS(=O)(=O)CCNCC1=CC=C(O1)C2=CC3=C(C=C2)N=CN=C3NC4=CC(=C(C=C4)OCC5=CC(=CC=C5)F)Cl. Cell line: COLO 205. Synergy scores: CSS=16.5, Synergy_ZIP=-6.91, Synergy_Bliss=6.15, Synergy_Loewe=0.691, Synergy_HSA=2.34. (3) Drug 1: C1=CN(C(=O)N=C1N)C2C(C(C(O2)CO)O)O.Cl. Drug 2: C1=NC2=C(N=C(N=C2N1C3C(C(C(O3)CO)O)F)Cl)N. Cell line: IGROV1. Synergy scores: CSS=2.60, Synergy_ZIP=-1.08, Synergy_Bliss=-0.0309, Synergy_Loewe=-1.32, Synergy_HSA=-1.23. (4) Drug 1: CN(C)C1=NC(=NC(=N1)N(C)C)N(C)C. Drug 2: C1=CC(=CC=C1C#N)C(C2=CC=C(C=C2)C#N)N3C=NC=N3. Cell line: MOLT-4. Synergy scores: CSS=-8.23, Synergy_ZIP=1.69, Synergy_Bliss=-5.01, Synergy_Loewe=-7.96, Synergy_HSA=-9.69. (5) Drug 1: C1=CC(=C2C(=C1NCCNCCO)C(=O)C3=C(C=CC(=C3C2=O)O)O)NCCNCCO. Drug 2: N.N.Cl[Pt+2]Cl. Cell line: SK-MEL-5. Synergy scores: CSS=-1.17, Synergy_ZIP=-5.77, Synergy_Bliss=-6.48, Synergy_Loewe=-22.6, Synergy_HSA=-9.36. (6) Synergy scores: CSS=58.9, Synergy_ZIP=-0.00424, Synergy_Bliss=1.51, Synergy_Loewe=-1.65, Synergy_HSA=2.11. Drug 1: COCCOC1=C(C=C2C(=C1)C(=NC=N2)NC3=CC=CC(=C3)C#C)OCCOC. Drug 2: B(C(CC(C)C)NC(=O)C(CC1=CC=CC=C1)NC(=O)C2=NC=CN=C2)(O)O. Cell line: HT29. (7) Drug 1: C1=NC2=C(N1)C(=S)N=C(N2)N. Drug 2: CNC(=O)C1=NC=CC(=C1)OC2=CC=C(C=C2)NC(=O)NC3=CC(=C(C=C3)Cl)C(F)(F)F. Cell line: CCRF-CEM. Synergy scores: CSS=64.9, Synergy_ZIP=1.30, Synergy_Bliss=-0.978, Synergy_Loewe=-2.51, Synergy_HSA=1.12.